This data is from Reaction yield outcomes from USPTO patents with 853,638 reactions. The task is: Predict the reaction yield, written as a fraction of the theoretical maximum amount of product (1.0 means a 100% yield; for example, 0.34 means a 34% yield). (1) The reactants are [C:1]([O:5][C:6]([NH:8][C:9]1[CH:14]=[CH:13][C:12]([S:15][C:16]2[CH:24]=[CH:23][C:19]([C:20](O)=[O:21])=[CH:18][C:17]=2[NH:25][C:26]2[C:27]3[CH:35]=[CH:34][C:33]([CH:36]([CH3:38])[CH3:37])=[N:32][C:28]=3[N:29]=[CH:30][N:31]=2)=[CH:11][CH:10]=1)=[O:7])([CH3:4])([CH3:3])[CH3:2].[Br:39][C:40]1[CH:45]=[CH:44][CH:43]=[CH:42][C:41]=1[C@@H:46]([NH2:48])[CH3:47]. No catalyst specified. The product is [C:1]([O:5][C:6](=[O:7])[NH:8][C:9]1[CH:14]=[CH:13][C:12]([S:15][C:16]2[CH:24]=[CH:23][C:19]([C:20](=[O:21])[NH:48][C@H:46]([C:41]3[CH:42]=[CH:43][CH:44]=[CH:45][C:40]=3[Br:39])[CH3:47])=[CH:18][C:17]=2[NH:25][C:26]2[C:27]3[CH:35]=[CH:34][C:33]([CH:36]([CH3:37])[CH3:38])=[N:32][C:28]=3[N:29]=[CH:30][N:31]=2)=[CH:11][CH:10]=1)([CH3:3])([CH3:4])[CH3:2]. The yield is 0.300. (2) The reactants are [Cl:1][C:2]1[C:3]([C:16]2[C:24]3[C:19](=[CH:20][CH:21]=[CH:22][CH:23]=3)[N:18]([S:25]([C:28]3[CH:33]=[CH:32][CH:31]=[CH:30][CH:29]=3)(=[O:27])=[O:26])[CH:17]=2)=[N:4][C:5]([NH:8][C@@H:9]2[CH2:14][CH2:13][CH2:12][C@H:11]([NH2:15])[CH2:10]2)=[N:6][CH:7]=1.[N+:34]([C:37]1[CH:42]=[CH:41][C:40]([S:43](Cl)(=[O:45])=[O:44])=[CH:39][CH:38]=1)([O-:36])=[O:35]. No catalyst specified. The product is [Cl:1][C:2]1[C:3]([C:16]2[C:24]3[C:19](=[CH:20][CH:21]=[CH:22][CH:23]=3)[N:18]([S:25]([C:28]3[CH:33]=[CH:32][CH:31]=[CH:30][CH:29]=3)(=[O:27])=[O:26])[CH:17]=2)=[N:4][C:5]([NH:8][C@@H:9]2[CH2:14][CH2:13][CH2:12][C@H:11]([NH:15][S:43]([C:40]3[CH:39]=[CH:38][C:37]([N+:34]([O-:36])=[O:35])=[CH:42][CH:41]=3)(=[O:44])=[O:45])[CH2:10]2)=[N:6][CH:7]=1. The yield is 0.760. (3) The reactants are [CH3:1][C@@H:2]1[C@H:6]([C:7]2[CH:12]=[CH:11][CH:10]=[CH:9][CH:8]=2)[O:5][C:4](=[O:13])[NH:3]1.[Li]CCCC.[C:19](Cl)(=[O:25])[CH2:20][CH2:21][CH2:22][CH2:23][CH3:24]. The catalyst is C1COCC1. The product is [C:19]([N:3]1[C@H:2]([CH3:1])[C@H:6]([C:7]2[CH:12]=[CH:11][CH:10]=[CH:9][CH:8]=2)[O:5][C:4]1=[O:13])(=[O:25])[CH2:20][CH2:21][CH2:22][CH2:23][CH3:24]. The yield is 0.720. (4) The reactants are Br[CH2:2][C:3]([C:5]1[CH:10]=[CH:9][CH:8]=[CH:7][C:6]=1[F:11])=O.[N:12]1[CH:17]=[CH:16][CH:15]=[CH:14][CH:13]=1.Cl.[NH2:19]O.[CH2:21]([OH:23])C. No catalyst specified. The product is [CH2:17]([N:12]1[CH2:13][CH:14]2[C:3]([C:5]3[CH:10]=[CH:9][CH:8]=[CH:7][C:6]=3[F:11])([NH:19][O:23][CH2:21]2)[CH2:2]1)[CH:16]=[CH2:15]. The yield is 0.580.